Dataset: Reaction yield outcomes from USPTO patents with 853,638 reactions. Task: Predict the reaction yield, written as a fraction of the theoretical maximum amount of product (1.0 means a 100% yield; for example, 0.34 means a 34% yield). (1) The reactants are Cl.[CH3:2][O:3][C:4]1[CH:9]=[CH:8][C:7]([CH:10]([NH:14][C:15]2[CH:20]=[CH:19][CH:18]=[CH:17][CH:16]=2)[C:11]([OH:13])=[O:12])=[CH:6][CH:5]=1.C1CCC(N=C=NC2CCCCC2)CC1.C1C=CC2N(O)N=NC=2C=1.CCN(C(C)C)C(C)C.[N:55]12[CH2:62][CH2:61][CH:58]([CH2:59][CH2:60]1)[C@@H:57](O)[CH2:56]2. The catalyst is C1COCC1. The product is [N:55]12[CH2:62][CH2:61][CH:58]([CH2:59][CH2:60]1)[C@@H:57]([O:12][C:11](=[O:13])[CH:10]([C:7]1[CH:6]=[CH:5][C:4]([O:3][CH3:2])=[CH:9][CH:8]=1)[NH:14][C:15]1[CH:20]=[CH:19][CH:18]=[CH:17][CH:16]=1)[CH2:56]2. The yield is 0.240. (2) The reactants are BrCC1CC1(F)F.Br[CH2:9][CH:10]([CH3:12])[CH3:11].[CH3:13][C:14]1[N:15]=[C:16]([N:24]2[CH2:28][CH2:27][NH:26][C:25]2=[O:29])[S:17][C:18]=1[C:19]([O:21][CH2:22][CH3:23])=[O:20]. No catalyst specified. The product is [CH2:9]([N:26]1[CH2:27][CH2:28][N:24]([C:16]2[S:17][C:18]([C:19]([O:21][CH2:22][CH3:23])=[O:20])=[C:14]([CH3:13])[N:15]=2)[C:25]1=[O:29])[CH:10]([CH3:12])[CH3:11]. The yield is 0.980. (3) The reactants are [O:1]([CH3:12])[C@@H:2]1[O:10][C@@H:9]([CH3:11])[C@H:7]([OH:8])[C@@H:5](O)[C@H:3]1[OH:4].[OH:13][CH2:14][C:15]([C@H:17]([C@@H:19]([C@@H:21]([CH2:23][OH:24])[OH:22])[OH:20])[OH:18])=[O:16].C(O)[C@H]1O[C@H](O[C@]2(CO)O[C@H](CO)[C@@H](O)[C@@H]2O)[C@H](O)[C@@H](O)[C@@H]1O.C(OC(=O)C)(=O)C. The catalyst is N1C=CC=CC=1.C1(C)C=CC=CC=1.CCOC(C)=O. The product is [C@H:14]1([O:13][C@@H:5]2[C@@H:7]([OH:8])[C@H:9]([CH3:11])[O:10][C@@H:2]([O:1][CH3:12])[C@@H:3]2[OH:4])[O:22][C@H:21]([CH2:23][OH:24])[C@@H:19]([OH:20])[C@H:17]([OH:18])[C@H:15]1[OH:16]. The yield is 0.170. (4) The reactants are [CH3:1][O:2][C:3]1[CH:8]=[CH:7][C:6]([C:9]2[O:10][C:11]3[C:12](=[C:14]([C:18](O)=[O:19])[CH:15]=[CH:16][CH:17]=3)[N:13]=2)=[C:5]([CH3:21])[CH:4]=1.Cl.C(N=C=NCCCN(C)C)C.ON1C2C=CC=CC=2N=N1.Cl.Cl.[NH2:46][CH:47]1[CH2:54][CH:53]2[N:55]([CH3:56])[CH:49]([CH2:50][CH2:51][CH2:52]2)[CH2:48]1.C(N(CC)CC)C. The catalyst is CN(C=O)C.ClCCl. The product is [CH3:56][N:55]1[CH:49]2[CH2:50][CH2:51][CH2:52][CH:53]1[CH2:54][CH:47]([NH:46][C:18]([C:14]1[CH:15]=[CH:16][CH:17]=[C:11]3[O:10][C:9]([C:6]4[CH:7]=[CH:8][C:3]([O:2][CH3:1])=[CH:4][C:5]=4[CH3:21])=[N:13][C:12]=13)=[O:19])[CH2:48]2. The yield is 0.160. (5) The reactants are [N:1]1[CH:6]=[CH:5][CH:4]=[CH:3][C:2]=1[CH:7]=[O:8].[F:9][C:10]([Si](C)(C)C)([F:12])[F:11].[F-].C([N+](CCCC)(CCCC)CCCC)CCC.Cl. The catalyst is C1COCC1.[OH-].[Na+]. The product is [OH:8][CH:7]([C:2]1[CH:3]=[CH:4][CH:5]=[CH:6][N:1]=1)[C:10]([F:12])([F:11])[F:9]. The yield is 0.930. (6) The yield is 0.910. The product is [CH3:1][O:2][C:3](=[O:29])[CH:4]([NH2:18])[CH2:5][C:6]1[CH:7]=[C:8]2[C:12](=[C:13]([CH2:15][CH3:16])[CH:14]=1)[NH:11][N:10]=[C:9]2[CH3:17]. The catalyst is CO.[Pd]. The reactants are [CH3:1][O:2][C:3](=[O:29])[C:4]([NH:18]C(OCC1C=CC=CC=1)=O)=[CH:5][C:6]1[CH:7]=[C:8]2[C:12](=[C:13]([CH2:15][CH3:16])[CH:14]=1)[NH:11][N:10]=[C:9]2[CH3:17].